Dataset: Reaction yield outcomes from USPTO patents with 853,638 reactions. Task: Predict the reaction yield, written as a fraction of the theoretical maximum amount of product (1.0 means a 100% yield; for example, 0.34 means a 34% yield). (1) The reactants are [NH2:1][C:2]1[CH:7]=[CH:6][C:5]([CH3:8])=[CH:4][C:3]=1[C:9]([CH:11]1[CH2:13][CH2:12]1)=[O:10].CON(C)[C:17]([CH:19]1CCCC[CH2:20]1)=O. No catalyst specified. The product is [NH2:1][C:2]1[CH:7]=[CH:6][C:5]([CH3:8])=[CH:4][C:3]=1[C:9]([CH:11]1[CH2:13][CH2:12][CH2:20][CH2:19][CH2:17]1)=[O:10]. The yield is 0.750. (2) The reactants are Br[C:2]1[CH:7]=[CH:6][C:5]([C:8]2([C:11]3[N:15]4[CH2:16][CH2:17][S:18][C:19]([CH2:22][O:23][Si:24]([C:27]([CH3:30])([CH3:29])[CH3:28])([CH3:26])[CH3:25])([CH3:21])[CH2:20][C:14]4=[N:13][N:12]=3)[CH2:10][CH2:9]2)=[CH:4][CH:3]=1.[CH:31]([N:34]1[CH:38]=[C:37](B2OC(C)(C)C(C)(C)O2)[CH:36]=[N:35]1)([CH3:33])[CH3:32].C(=O)([O-])[O-].[K+].[K+]. The catalyst is COCCOC.O.C1C=CC([P]([Pd]([P](C2C=CC=CC=2)(C2C=CC=CC=2)C2C=CC=CC=2)([P](C2C=CC=CC=2)(C2C=CC=CC=2)C2C=CC=CC=2)[P](C2C=CC=CC=2)(C2C=CC=CC=2)C2C=CC=CC=2)(C2C=CC=CC=2)C2C=CC=CC=2)=CC=1. The yield is 0.680. The product is [Si:24]([O:23][CH2:22][C:19]1([CH3:21])[S:18][CH2:17][CH2:16][N:15]2[C:11]([C:8]3([C:5]4[CH:6]=[CH:7][C:2]([C:37]5[CH:36]=[N:35][N:34]([CH:31]([CH3:33])[CH3:32])[CH:38]=5)=[CH:3][CH:4]=4)[CH2:10][CH2:9]3)=[N:12][N:13]=[C:14]2[CH2:20]1)([C:27]([CH3:30])([CH3:29])[CH3:28])([CH3:26])[CH3:25]. (3) The reactants are [NH2:1][CH2:2][CH2:3][N:4]1[CH2:9][CH2:8][O:7][CH2:6][CH2:5]1.Cl.CN(C)CCCN=C=NCC.ON1C2C=CC=CC=2N=N1.[F:32][C:33]1[CH:42]=[CH:41][C:40]([O:43][CH2:44][CH2:45][CH3:46])=[C:39]2[C:34]=1[C:35](=[O:58])[C:36]([C:51]1[CH:56]=[CH:55][C:54]([OH:57])=[CH:53][CH:52]=1)=[CH:37][N:38]2[CH2:47][C:48](O)=[O:49]. The catalyst is C(N(CC)CC)C.O.CN(C=O)C. The product is [F:32][C:33]1[CH:42]=[CH:41][C:40]([O:43][CH2:44][CH2:45][CH3:46])=[C:39]2[C:34]=1[C:35](=[O:58])[C:36]([C:51]1[CH:52]=[CH:53][C:54]([OH:57])=[CH:55][CH:56]=1)=[CH:37][N:38]2[CH2:47][C:48]([NH:1][CH2:2][CH2:3][N:4]1[CH2:9][CH2:8][O:7][CH2:6][CH2:5]1)=[O:49]. The yield is 0.240. (4) The reactants are Br[C:2]1[C:11]2[C:6](=[CH:7][CH:8]=[CH:9][CH:10]=2)[N:5]=[C:4]([C:12]([O:14][CH2:15][CH3:16])=[O:13])[CH:3]=1.C(N(CC)CC)C.[C:24]([C:26]1[CH:31]=[CH:30][CH:29]=[CH:28][N:27]=1)#[CH:25]. The catalyst is CC#N.C1C=CC(P(C2C=CC=CC=2)C2C=CC=CC=2)=CC=1.C1C=CC(P(C2C=CC=CC=2)C2C=CC=CC=2)=CC=1.Cl[Pd]Cl.[Cu]I. The product is [CH2:15]([O:14][C:12]([C:4]1[CH:3]=[C:2]([C:25]#[C:24][C:26]2[CH:31]=[CH:30][CH:29]=[CH:28][N:27]=2)[C:11]2[C:6](=[CH:7][CH:8]=[CH:9][CH:10]=2)[N:5]=1)=[O:13])[CH3:16]. The yield is 0.500. (5) The reactants are [CH3:1][N:2]([CH3:7])[CH2:3][C:4]([OH:6])=O.[Cl:8][C:9]1[CH:10]=[C:11]([NH:23][C:24]2[C:33]3[C:28](=[CH:29][CH:30]=[CH:31][C:32]=3[O:34][CH2:35][C@H:36]3[CH2:40][CH2:39][CH2:38][NH:37]3)[N:27]=[CH:26][N:25]=2)[CH:12]=[CH:13][C:14]=1[O:15][CH2:16][C:17]1[CH:22]=[CH:21][CH:20]=[CH:19][N:18]=1. No catalyst specified. The product is [Cl:8][C:9]1[CH:10]=[C:11]([NH:23][C:24]2[C:33]3[C:28](=[CH:29][CH:30]=[CH:31][C:32]=3[O:34][CH2:35][C@H:36]3[CH2:40][CH2:39][CH2:38][N:37]3[C:4](=[O:6])[CH2:3][N:2]([CH3:7])[CH3:1])[N:27]=[CH:26][N:25]=2)[CH:12]=[CH:13][C:14]=1[O:15][CH2:16][C:17]1[CH:22]=[CH:21][CH:20]=[CH:19][N:18]=1. The yield is 0.840.